From a dataset of NCI-60 drug combinations with 297,098 pairs across 59 cell lines. Regression. Given two drug SMILES strings and cell line genomic features, predict the synergy score measuring deviation from expected non-interaction effect. (1) Drug 1: C1=CC(=CC=C1CCCC(=O)O)N(CCCl)CCCl. Drug 2: CC12CCC3C(C1CCC2O)C(CC4=C3C=CC(=C4)O)CCCCCCCCCS(=O)CCCC(C(F)(F)F)(F)F. Cell line: CCRF-CEM. Synergy scores: CSS=43.3, Synergy_ZIP=-4.08, Synergy_Bliss=-12.9, Synergy_Loewe=-12.0, Synergy_HSA=-10.9. (2) Drug 1: CN1CCC(CC1)COC2=C(C=C3C(=C2)N=CN=C3NC4=C(C=C(C=C4)Br)F)OC. Drug 2: CN(C)C1=NC(=NC(=N1)N(C)C)N(C)C. Cell line: SNB-19. Synergy scores: CSS=-7.24, Synergy_ZIP=-0.204, Synergy_Bliss=-2.34, Synergy_Loewe=-5.93, Synergy_HSA=-4.43. (3) Drug 1: C(CC(=O)O)C(=O)CN.Cl. Drug 2: CC1=C(C(=O)C2=C(C1=O)N3CC4C(C3(C2COC(=O)N)OC)N4)N. Cell line: 786-0. Synergy scores: CSS=35.5, Synergy_ZIP=-12.6, Synergy_Bliss=-6.69, Synergy_Loewe=-6.55, Synergy_HSA=-3.41. (4) Drug 1: CN1CCC(CC1)COC2=C(C=C3C(=C2)N=CN=C3NC4=C(C=C(C=C4)Br)F)OC. Drug 2: CC1=C2C(C(=O)C3(C(CC4C(C3C(C(C2(C)C)(CC1OC(=O)C(C(C5=CC=CC=C5)NC(=O)OC(C)(C)C)O)O)OC(=O)C6=CC=CC=C6)(CO4)OC(=O)C)O)C)O. Cell line: MDA-MB-435. Synergy scores: CSS=57.2, Synergy_ZIP=4.16, Synergy_Bliss=2.45, Synergy_Loewe=-20.9, Synergy_HSA=0.977. (5) Drug 1: CC1=C(C=C(C=C1)NC2=NC=CC(=N2)N(C)C3=CC4=NN(C(=C4C=C3)C)C)S(=O)(=O)N.Cl. Drug 2: C(CCl)NC(=O)N(CCCl)N=O. Cell line: NCI/ADR-RES. Synergy scores: CSS=0.812, Synergy_ZIP=1.39, Synergy_Bliss=2.68, Synergy_Loewe=0.142, Synergy_HSA=-0.253. (6) Drug 1: C1=CC(=CC=C1C#N)C(C2=CC=C(C=C2)C#N)N3C=NC=N3. Drug 2: CS(=O)(=O)CCNCC1=CC=C(O1)C2=CC3=C(C=C2)N=CN=C3NC4=CC(=C(C=C4)OCC5=CC(=CC=C5)F)Cl. Cell line: UACC62. Synergy scores: CSS=-2.80, Synergy_ZIP=1.98, Synergy_Bliss=1.10, Synergy_Loewe=-8.05, Synergy_HSA=-7.47.